From a dataset of Catalyst prediction with 721,799 reactions and 888 catalyst types from USPTO. Predict which catalyst facilitates the given reaction. Reactant: Cl[C:2]([O:4][C:5]1[CH:10]=[CH:9][C:8]([N+:11]([O-:13])=[O:12])=[CH:7][CH:6]=1)=[O:3].CCN(C(C)C)C(C)C.[F:23][C:24]([F:28])([F:27])[CH2:25][NH2:26]. The catalyst class is: 2. Product: [F:23][C:24]([F:28])([F:27])[CH2:25][NH:26][C:2](=[O:3])[O:4][C:5]1[CH:10]=[CH:9][C:8]([N+:11]([O-:13])=[O:12])=[CH:7][CH:6]=1.